Dataset: Catalyst prediction with 721,799 reactions and 888 catalyst types from USPTO. Task: Predict which catalyst facilitates the given reaction. (1) Reactant: [F:1][C:2]([F:50])([F:49])[C:3]1[CH:4]=[C:5]([CH:42]=[C:43]([C:45]([F:48])([F:47])[F:46])[CH:44]=1)[CH2:6][N:7]([CH2:23][C:24]1[CH:29]=[C:28]([C:30]([F:33])([F:32])[F:31])[CH:27]=[CH:26][C:25]=1[N:34]([CH2:38][CH:39]1[CH2:41][CH2:40]1)[CH2:35][CH2:36][CH3:37])[C:8]1[N:13]=[CH:12][C:11]([O:14][CH2:15][CH2:16][CH2:17][C:18]([O:20]CC)=[O:19])=[CH:10][N:9]=1.[OH-].[Na+].C(OCC)(=O)C. Product: [F:50][C:2]([F:1])([F:49])[C:3]1[CH:4]=[C:5]([CH:42]=[C:43]([C:45]([F:46])([F:47])[F:48])[CH:44]=1)[CH2:6][N:7]([CH2:23][C:24]1[CH:29]=[C:28]([C:30]([F:33])([F:32])[F:31])[CH:27]=[CH:26][C:25]=1[N:34]([CH2:38][CH:39]1[CH2:41][CH2:40]1)[CH2:35][CH2:36][CH3:37])[C:8]1[N:9]=[CH:10][C:11]([O:14][CH2:15][CH2:16][CH2:17][C:18]([OH:20])=[O:19])=[CH:12][N:13]=1. The catalyst class is: 8. (2) Reactant: [O:1]1[C:5]2[CH:6]=[CH:7][CH:8]=[CH:9][C:4]=2[CH:3]=[C:2]1[CH:10]=O.[O:12]1[C:18]2[CH:19]=[CH:20][C:21]([S:23]([NH2:26])(=[O:25])=[O:24])=[CH:22][C:17]=2[O:16][CH2:15][CH2:14][CH2:13]1.O.[O-2].[O-2].[O-2].O=[Si]=O.O=[Si]=O.O=[Si]=O.O=[Si]=O.[Al+3].[Al+3]. Product: [O:1]1[C:5]2[CH:6]=[CH:7][CH:8]=[CH:9][C:4]=2[CH:3]=[C:2]1[CH:10]=[N:26][S:23]([C:21]1[CH:20]=[CH:19][C:18]2[O:12][CH2:13][CH2:14][CH2:15][O:16][C:17]=2[CH:22]=1)(=[O:24])=[O:25]. The catalyst class is: 11.